From a dataset of Reaction yield outcomes from USPTO patents with 853,638 reactions. Predict the reaction yield, written as a fraction of the theoretical maximum amount of product (1.0 means a 100% yield; for example, 0.34 means a 34% yield). (1) The reactants are Cl.I[C:3]1[CH:4]=[C:5]2[C:10](=[CH:11][CH:12]=1)[N:9]([CH2:13][C@@H:14]1[CH2:18][CH2:17][NH:16][CH2:15]1)[CH:8]=[C:7]([C:19]([O:21][CH2:22][CH3:23])=[O:20])[C:6]2=[O:24].[CH2:25]([NH:27][C:28]([NH:30][C:31]1[CH:36]=[C:35]([C:37]2[S:38][CH:39]=[C:40]([C:42]([F:45])([F:44])[F:43])[N:41]=2)[C:34](B2OC(C)(C)C(C)(C)O2)=[CH:33][N:32]=1)=[O:29])[CH3:26].C(=O)(O)[O-].[Na+]. The catalyst is C(COC)OC.O.Cl[Pd](Cl)([P](C1C=CC=CC=1)(C1C=CC=CC=1)C1C=CC=CC=1)[P](C1C=CC=CC=1)(C1C=CC=CC=1)C1C=CC=CC=1. The product is [CH2:25]([NH:27][C:28](=[O:29])[NH:30][C:31]1[N:32]=[CH:33][C:34]([C:3]2[CH:4]=[C:5]3[C:10](=[CH:11][CH:12]=2)[N:9]([CH2:13][C@@H:14]2[CH2:18][CH2:17][NH:16][CH2:15]2)[CH:8]=[C:7]([C:19]([O:21][CH2:22][CH3:23])=[O:20])[C:6]3=[O:24])=[C:35]([C:37]2[S:38][CH:39]=[C:40]([C:42]([F:45])([F:44])[F:43])[N:41]=2)[CH:36]=1)[CH3:26]. The yield is 0.827. (2) The reactants are [C:1]([O:5][C:6]([NH:8][C:9]1[CH:14]=[CH:13][CH:12]=[CH:11][C:10]=1[NH:15][C:16](=[O:27])[CH2:17][CH2:18][CH2:19][CH2:20][CH2:21][C:22]([O:24]CC)=[O:23])=[O:7])([CH3:4])([CH3:3])[CH3:2].O.[OH-].[Li+]. The catalyst is C1COCC1.CO.O. The product is [C:1]([O:5][C:6]([NH:8][C:9]1[CH:14]=[CH:13][CH:12]=[CH:11][C:10]=1[NH:15][C:16](=[O:27])[CH2:17][CH2:18][CH2:19][CH2:20][CH2:21][C:22]([OH:24])=[O:23])=[O:7])([CH3:4])([CH3:2])[CH3:3]. The yield is 0.965. (3) The reactants are C[O:2][C:3]([CH:5]1[CH2:10][CH:9]([OH:11])[CH2:8][CH2:7][N:6]1[C:12](=[O:21])[N:13]([CH2:15][CH2:16][CH2:17][CH2:18][CH:19]=[CH2:20])[CH3:14])=[O:4].[Li+].[OH-].Cl. The catalyst is O1CCCC1.O. The product is [CH2:15]([N:13]([CH3:14])[C:12]([N:6]1[CH2:7][CH2:8][CH:9]([OH:11])[CH2:10][CH:5]1[C:3]([OH:4])=[O:2])=[O:21])[CH2:16][CH2:17][CH2:18][CH:19]=[CH2:20]. The yield is 1.00. (4) The reactants are [OH:1][C:2]1[CH:10]=[CH:9][C:5]([C:6]([OH:8])=O)=[CH:4][C:3]=1[O:11][CH3:12].C(Cl)(=O)C(Cl)=O.[NH2:19][C:20]1[CH:25]=[CH:24][C:23]([C:26]2([C:31]#[N:32])[CH2:30][CH2:29][CH2:28][CH2:27]2)=[CH:22][CH:21]=1.C(N(CC)CC)C. The catalyst is C(Cl)Cl.CN(C=O)C. The product is [C:31]([C:26]1([C:23]2[CH:22]=[CH:21][C:20]([NH:19][C:6](=[O:8])[C:5]3[CH:9]=[CH:10][C:2]([OH:1])=[C:3]([O:11][CH3:12])[CH:4]=3)=[CH:25][CH:24]=2)[CH2:30][CH2:29][CH2:28][CH2:27]1)#[N:32]. The yield is 0.110. (5) The reactants are [NH2:1][O:2][CH:3]([C:8]1[CH:13]=[CH:12][CH:11]=[CH:10][CH:9]=1)[C:4](OC)=[O:5].[H-].[H-].[H-].[H-].[Li+].[Al+3]. The catalyst is CCOCC. The product is [NH2:1][O:2][CH:3]([C:8]1[CH:13]=[CH:12][CH:11]=[CH:10][CH:9]=1)[CH2:4][OH:5]. The yield is 0.510. (6) The catalyst is O1CCOCC1. The reactants are [CH3:1][C:2]([CH3:13])([CH3:12])[CH2:3][CH2:4][NH:5][C:6](=[O:11])OC(C)=C.[NH2:14][C:15]1[C:16]([F:34])=[CH:17][C:18]([F:33])=[C:19]([C:21]2[CH:32]=[N:31][C:24]3[N:25]=[C:26]([NH:29][CH3:30])[N:27]=[CH:28][C:23]=3[CH:22]=2)[CH:20]=1.CN1CCCC1.C1CCN2C(=NCCC2)CC1. The product is [F:34][C:16]1[CH:17]=[C:18]([F:33])[C:19]([C:21]2[CH:32]=[N:31][C:24]3[N:25]=[C:26]([NH:29][CH3:30])[N:27]=[CH:28][C:23]=3[CH:22]=2)=[CH:20][C:15]=1[NH:14][C:6]([NH:5][CH2:4][CH2:3][C:2]([CH3:1])([CH3:12])[CH3:13])=[O:11]. The yield is 0.350. (7) The reactants are [CH:1]1([O:6][C:7]2[N:14]=[C:13]([O:15][C:16]3[CH:21]=[CH:20][C:19]([B:22]4[O:26]C(C)(C)C(C)(C)[O:23]4)=[C:18]([CH:31]=O)[CH:17]=3)[CH:12]=[CH:11][C:8]=2[C:9]#[N:10])[CH2:5][CH2:4][CH2:3][CH2:2]1.[BH4-].[Na+].Cl. The catalyst is CO. The product is [CH:1]1([O:6][C:7]2[N:14]=[C:13]([O:15][C:16]3[CH:21]=[CH:20][C:19]4[B:22]([OH:26])[O:23][CH2:31][C:18]=4[CH:17]=3)[CH:12]=[CH:11][C:8]=2[C:9]#[N:10])[CH2:2][CH2:3][CH2:4][CH2:5]1. The yield is 0.560.